Predict the reaction yield, written as a fraction of the theoretical maximum amount of product (1.0 means a 100% yield; for example, 0.34 means a 34% yield). From a dataset of Reaction yield outcomes from USPTO patents with 853,638 reactions. (1) The reactants are C([O:3][C:4](=[O:31])[C:5]1[CH:10]=[CH:9][C:8]([NH:11][C:12]([C:14]2[CH:18]=[C:17]([CH3:19])[N:16]([C:20]3[CH:25]=[CH:24][CH:23]=[CH:22][C:21]=3[C:26]([F:29])([F:28])[F:27])[C:15]=2[CH3:30])=[O:13])=[CH:7][CH:6]=1)C.O.[OH-].[Li+].O.C1COCC1. The catalyst is CO. The product is [CH3:30][C:15]1[N:16]([C:20]2[CH:25]=[CH:24][CH:23]=[CH:22][C:21]=2[C:26]([F:28])([F:29])[F:27])[C:17]([CH3:19])=[CH:18][C:14]=1[C:12]([NH:11][C:8]1[CH:7]=[CH:6][C:5]([C:4]([OH:31])=[O:3])=[CH:10][CH:9]=1)=[O:13]. The yield is 0.150. (2) The reactants are [C:1]([C:5]1[C:14]2[C:9](=[CH:10][CH:11]=[CH:12][CH:13]=2)[N:8]=[C:7]([CH3:15])[C:6]=1[C:16](=[O:22])[C:17]([O:19][CH2:20][CH3:21])=[O:18])([CH3:4])([CH3:3])[CH3:2].[BH4-].[Na+]. The catalyst is O1CCCC1.C(O)C. The product is [C:1]([C:5]1[C:14]2[C:9](=[CH:10][CH:11]=[CH:12][CH:13]=2)[N:8]=[C:7]([CH3:15])[C:6]=1[CH:16]([OH:22])[C:17]([O:19][CH2:20][CH3:21])=[O:18])([CH3:4])([CH3:2])[CH3:3]. The yield is 0.650. (3) The reactants are [CH3:1][N:2]([CH3:33])[CH2:3][CH2:4][N:5]([CH3:32])[C:6]1[C:7]([NH2:31])=[CH:8][C:9]([NH:14][C:15]2[N:20]=[C:19]([C:21]3[C:29]4[C:24](=[CH:25][CH:26]=[CH:27][CH:28]=4)[N:23]([CH3:30])[CH:22]=3)[CH:18]=[CH:17][N:16]=2)=[C:10]([O:12][CH3:13])[CH:11]=1.Cl[CH2:35][CH2:36][C:37](Cl)=[O:38].[OH-].[Na+].CO. The catalyst is C1COCC1.O. The product is [CH3:33][N:2]([CH3:1])[CH2:3][CH2:4][N:5]([CH3:32])[C:6]1[CH:11]=[C:10]([O:12][CH3:13])[C:9]([NH:14][C:15]2[N:20]=[C:19]([C:21]3[C:29]4[C:24](=[CH:25][CH:26]=[CH:27][CH:28]=4)[N:23]([CH3:30])[CH:22]=3)[CH:18]=[CH:17][N:16]=2)=[CH:8][C:7]=1[NH:31][C:37](=[O:38])[CH:36]=[CH2:35]. The yield is 0.940. (4) The yield is 0.360. The product is [Cl:1][C:2]1[C:19]([F:20])=[CH:18][CH:17]=[C:16]([F:21])[C:3]=1[CH2:4][N:5]1[CH2:10][CH2:9][NH:8][C:7]2[N:11]=[CH:12][C:13]([C:38]3[CH:39]=[CH:40][C:35]([C:33]([N:30]4[CH2:29][CH2:28][CH:27]([N:22]5[CH2:23][CH2:24][CH2:25][CH2:26]5)[CH2:32][CH2:31]4)=[O:34])=[CH:36][CH:37]=3)=[CH:14][C:6]1=2. The reactants are [Cl:1][C:2]1[C:19]([F:20])=[CH:18][CH:17]=[C:16]([F:21])[C:3]=1[CH2:4][N:5]1[CH2:10][CH2:9][NH:8][C:7]2[N:11]=[CH:12][C:13](I)=[CH:14][C:6]1=2.[N:22]1([CH:27]2[CH2:32][CH2:31][N:30]([C:33]([C:35]3[CH:40]=[CH:39][C:38](B4OC(C)(C)C(C)(C)O4)=[CH:37][CH:36]=3)=[O:34])[CH2:29][CH2:28]2)[CH2:26][CH2:25][CH2:24][CH2:23]1. No catalyst specified. (5) The reactants are C([C:3]1[O:7][C:6]([C:8]([NH:10][C:11]2[S:12][C:13]([C:21]([CH:23]3[CH2:28][CH2:27][O:26][CH2:25][CH2:24]3)=[O:22])=[C:14]([C:16]3[O:17][CH:18]=[CH:19][CH:20]=3)[N:15]=2)=[O:9])=[CH:5][CH:4]=1)=O.Cl.[NH2:30][OH:31]. The catalyst is C(O)C. The product is [O:17]1[CH:18]=[CH:19][CH:20]=[C:16]1[C:14]1[N:15]=[C:11]([NH:10][C:8]([CH:6]2[CH:5]=[CH:4][C:3](=[N:30][OH:31])[O:7]2)=[O:9])[S:12][C:13]=1[C:21]([CH:23]1[CH2:24][CH2:25][O:26][CH2:27][CH2:28]1)=[O:22]. The yield is 0.840. (6) The reactants are [Cl:1][C:2]1[C:3]([CH:9]=[N:10][C:11]2[CH:16]=[CH:15][C:14]([F:17])=[C:13]([Cl:18])[CH:12]=2)=[C:4]([OH:8])[CH:5]=[N:6][CH:7]=1.[Si]([C:23]#[N:24])(C)(C)C. The catalyst is C(Cl)Cl. The yield is 0.180. The product is [Cl:1][C:2]1[CH:7]=[N:6][CH:5]=[C:4]2[O:8][C:23]([NH2:24])=[C:9]([NH:10][C:11]3[CH:16]=[CH:15][C:14]([F:17])=[C:13]([Cl:18])[CH:12]=3)[C:3]=12. (7) The reactants are C([O:4][C@H:5]1[CH2:10][CH2:9][C@@:8]([C@H:12]2[CH2:20][CH2:19][C:18]3[C:17]([CH3:22])([CH3:21])[CH2:16][CH2:15][C:14]=3[C@@H:13]2[CH2:23][NH:24][C:25](=[O:27])[CH3:26])([CH3:11])[C@@H:7]([CH2:28][O:29]C(=O)C)[CH2:6]1)(=O)C.[OH-].[Na+]. The catalyst is CO. The product is [OH:4][C@H:5]1[CH2:10][CH2:9][C@@:8]([C@H:12]2[CH2:20][CH2:19][C:18]3[C:17]([CH3:21])([CH3:22])[CH2:16][CH2:15][C:14]=3[C@@H:13]2[CH2:23][NH:24][C:25](=[O:27])[CH3:26])([CH3:11])[C@@H:7]([CH2:28][OH:29])[CH2:6]1. The yield is 0.600.